From a dataset of Reaction yield outcomes from USPTO patents with 853,638 reactions. Predict the reaction yield, written as a fraction of the theoretical maximum amount of product (1.0 means a 100% yield; for example, 0.34 means a 34% yield). (1) The reactants are [CH:1]1[C:13]2[CH:12]([CH2:14][O:15]C(Cl)=O)[C:11]3[C:6](=[CH:7][CH:8]=[CH:9][CH:10]=3)[C:5]=2[CH:4]=[CH:3][CH:2]=1.[NH2:19][C@H:20]1[CH2:43][CH2:42][C@@:41]2([CH3:44])[C@H:22]([CH2:23][CH2:24][C@@H:25]3[C@@H:40]2[CH2:39][CH2:38][C@@:37]2([CH3:45])[C@H:26]3[CH2:27][CH2:28][C@@H:29]2[C@H:30]([CH3:36])[CH2:31][CH2:32][C:33]([OH:35])=[O:34])[CH2:21]1.O. The catalyst is O1CCOCC1.C([O-])([O-])=O.[Na+].[Na+]. The product is [CH:1]1[C:13]2[CH:12]([CH2:14][O:15][NH:19][C@H:20]3[CH2:43][CH2:42][C@@:41]4([CH3:44])[C@H:22]([CH2:23][CH2:24][C@@H:25]5[C@@H:40]4[CH2:39][CH2:38][C@@:37]4([CH3:45])[C@H:26]5[CH2:27][CH2:28][C@@H:29]4[C@H:30]([CH3:36])[CH2:31][CH2:32][C:33]([OH:35])=[O:34])[CH2:21]3)[C:11]3[C:6](=[CH:7][CH:8]=[CH:9][CH:10]=3)[C:5]=2[CH:4]=[CH:3][CH:2]=1. The yield is 0.690. (2) The reactants are [F:1][C:2]1[CH:3]=[C:4]([CH:19]=[CH:20][C:21]=1[F:22])[CH2:5][N:6]1[C:10]2=[N:11][C:12]([CH3:18])=[C:13]([CH2:16][OH:17])[C:14]([I:15])=[C:9]2[CH:8]=[CH:7]1.C1C=C[NH+]=CC=1.[O-][Cr](Cl)(=O)=O. The catalyst is C(Cl)Cl. The product is [F:1][C:2]1[CH:3]=[C:4]([CH:19]=[CH:20][C:21]=1[F:22])[CH2:5][N:6]1[C:10]2=[N:11][C:12]([CH3:18])=[C:13]([CH:16]=[O:17])[C:14]([I:15])=[C:9]2[CH:8]=[CH:7]1. The yield is 0.732. (3) The reactants are [CH:1]1([N:5]2[CH2:10][CH2:9][N:8]([C:11]([C:13]3[CH:14]=[C:15]4[C:19](=[CH:20][CH:21]=3)[NH:18][C:17]([C:22]([N:24]3[CH2:29][CH2:28][S:27](=[O:31])(=[O:30])[CH2:26][CH2:25]3)=[O:23])=[CH:16]4)=[O:12])[CH2:7][CH2:6]2)[CH2:4][CH2:3][CH2:2]1.[H-].[Na+].[CH:34]1([CH2:37]Br)[CH2:36][CH2:35]1. The catalyst is CN(C)C=O. The product is [CH:1]1([N:5]2[CH2:6][CH2:7][N:8]([C:11]([C:13]3[CH:14]=[C:15]4[C:19](=[CH:20][CH:21]=3)[N:18]([CH2:37][CH:34]3[CH2:36][CH2:35]3)[C:17]([C:22]([N:24]3[CH2:29][CH2:28][S:27](=[O:30])(=[O:31])[CH2:26][CH2:25]3)=[O:23])=[CH:16]4)=[O:12])[CH2:9][CH2:10]2)[CH2:2][CH2:3][CH2:4]1. The yield is 0.800. (4) The reactants are [NH2:1][C:2]1[CH:7]=[CH:6][C:5]([N:8]2[CH2:13][CH2:12][O:11][CH2:10][C:9]2=[O:14])=[CH:4][CH:3]=1.[CH2:15]([CH:17]1[O:19][CH2:18]1)[Cl:16]. The catalyst is C(O)C.O. The product is [Cl:16][CH2:15][CH:17]([OH:19])[CH2:18][NH:1][C:2]1[CH:3]=[CH:4][C:5]([N:8]2[CH2:13][CH2:12][O:11][CH2:10][C:9]2=[O:14])=[CH:6][CH:7]=1. The yield is 0.620. (5) The product is [CH3:1][O:2][C:3]1[CH:8]=[C:7]([CH3:9])[C:6]([N:10]2[C:41](=[O:42])[CH2:40][S:12]/[C:11]/2=[N:13]/[N:14]=[CH:15]\[C:16]2[CH:17]=[CH:18][C:19]([C:22]3[N:26]=[CH:25][N:24]([C:27]4[CH:32]=[CH:31][C:30]([O:33][C:34]([F:36])([F:37])[F:35])=[CH:29][CH:28]=4)[N:23]=3)=[CH:20][CH:21]=2)=[C:5]([CH3:38])[CH:4]=1. The catalyst is CCO.O. The reactants are [CH3:1][O:2][C:3]1[CH:8]=[C:7]([CH3:9])[C:6]([NH:10][C:11]([NH:13]/[N:14]=[CH:15]/[C:16]2[CH:21]=[CH:20][C:19]([C:22]3[N:26]=[CH:25][N:24]([C:27]4[CH:32]=[CH:31][C:30]([O:33][C:34]([F:37])([F:36])[F:35])=[CH:29][CH:28]=4)[N:23]=3)=[CH:18][CH:17]=2)=[S:12])=[C:5]([CH3:38])[CH:4]=1.Br[CH2:40][C:41](OC)=[O:42]. The yield is 0.760. (6) The reactants are Cl[CH2:2][CH2:3][CH2:4][S:5]([N:8]1[CH2:13][CH2:12][CH:11]([C:14]2[C:22]3[C:17](=[C:18]([C:29]([NH2:31])=[O:30])[CH:19]=[C:20]([C:23]4[CH:28]=[CH:27][CH:26]=[CH:25][CH:24]=4)[CH:21]=3)[NH:16][CH:15]=2)[CH2:10][CH2:9]1)(=[O:7])=[O:6].[CH:32]1([CH2:35][OH:36])[CH2:34][CH2:33]1.C([O-])([O-])=O.[K+].[K+].[I-].[Na+]. No catalyst specified. The product is [CH:32]1([CH2:35][O:36][CH2:2][CH2:3][CH2:4][S:5]([N:8]2[CH2:13][CH2:12][CH:11]([C:14]3[C:22]4[C:17](=[C:18]([C:29]([NH2:31])=[O:30])[CH:19]=[C:20]([C:23]5[CH:28]=[CH:27][CH:26]=[CH:25][CH:24]=5)[CH:21]=4)[NH:16][CH:15]=3)[CH2:10][CH2:9]2)(=[O:7])=[O:6])[CH2:34][CH2:33]1. The yield is 0.120. (7) The reactants are [Br:1][C:2]1[CH:7]=[CH:6][C:5]([S:8](Cl)(=[O:10])=[O:9])=[CH:4][C:3]=1[F:12].[CH:13]1([NH2:17])[CH2:16][CH2:15][CH2:14]1. The catalyst is ClCCl. The product is [Br:1][C:2]1[CH:7]=[CH:6][C:5]([S:8]([NH:17][CH:13]2[CH2:16][CH2:15][CH2:14]2)(=[O:10])=[O:9])=[CH:4][C:3]=1[F:12]. The yield is 0.890. (8) The reactants are [F:1][C:2]1[CH:16]=[C:15]([F:17])[CH:14]=[CH:13][C:3]=1[CH2:4][O:5][C:6]1[CH:11]=[CH:10][NH:9][C:8](=[O:12])[CH:7]=1.[Br:18]Br. The yield is 1.00. The product is [Br:18][C:7]1[C:8](=[O:12])[NH:9][CH:10]=[CH:11][C:6]=1[O:5][CH2:4][C:3]1[CH:13]=[CH:14][C:15]([F:17])=[CH:16][C:2]=1[F:1]. The catalyst is C(O)(=O)C.